From a dataset of Forward reaction prediction with 1.9M reactions from USPTO patents (1976-2016). Predict the product of the given reaction. (1) Given the reactants [CH3:1][N:2]1[CH2:7][CH2:6][N:5]([S:8]([C:11]2[CH:12]=[C:13]([CH:18]=[CH:19][CH:20]=2)[C:14]([NH:16][NH2:17])=[O:15])(=[O:10])=[O:9])[CH2:4][CH2:3]1.[Cl:21][C:22]1[CH:23]=[CH:24][C:25]([OH:31])=[C:26]([C:28](=O)[CH3:29])[CH:27]=1, predict the reaction product. The product is: [Cl:21][C:22]1[CH:23]=[CH:24][C:25]([OH:31])=[C:26](/[C:28](=[N:17]/[NH:16][C:14](=[O:15])[C:13]2[CH:18]=[CH:19][CH:20]=[C:11]([S:8]([N:5]3[CH2:6][CH2:7][N:2]([CH3:1])[CH2:3][CH2:4]3)(=[O:10])=[O:9])[CH:12]=2)/[CH3:29])[CH:27]=1. (2) Given the reactants [CH3:1][C@@:2]12[C@H:11]3[CH2:12][CH2:13][C@:14]4([CH3:20])[C:18](=[O:19])[CH2:17][CH2:16][C@H:15]4[C@@H:10]3[CH2:9][CH2:8][C@H:7]1[CH2:6][C@@H:5]([OH:21])[CH2:4][CH2:3]2.[C:22]1([CH3:32])[CH:27]=[CH:26][C:25]([S:28](Cl)(=[O:30])=[O:29])=[CH:24][CH:23]=1, predict the reaction product. The product is: [S:28]([O:21][C@H:5]1[CH2:4][CH2:3][C@@:2]2([CH3:1])[C@@H:7]([CH2:8][CH2:9][C@@H:10]3[C@@H:11]2[CH2:12][CH2:13][C@@:14]2([CH3:20])[C@H:15]3[CH2:16][CH2:17][C:18]2=[O:19])[CH2:6]1)([C:25]1[CH:26]=[CH:27][C:22]([CH3:32])=[CH:23][CH:24]=1)(=[O:30])=[O:29]. (3) Given the reactants [OH:1][C:2]1[CH:7]=[CH:6][C:5]([C@@H:8]2[O:17][C:16]3[C:11](=[CH:12][C:13]([OH:18])=[CH:14][CH:15]=3)[C@@H:10]3[CH2:19]S[CH2:21][C@H:9]23)=[CH:4][CH:3]=1.O[O:23][S:24]([O-:26])=O.[K+].[O-]S([O-])=O.[Na+].[Na+], predict the reaction product. The product is: [OH:1][C:2]1[CH:3]=[CH:4][C:5]([CH:8]2[O:17][C:16]3[C:11](=[CH:12][C:13]([OH:18])=[CH:14][CH:15]=3)[CH:10]3[CH2:19][S:24](=[O:26])(=[O:23])[CH2:21][CH:9]23)=[CH:6][CH:7]=1. (4) The product is: [F:20][C:21]1[CH:26]=[CH:25][C:24]([S:27]([N:6]2[CH2:5][C:4]3([CH2:11][CH2:10][N:9]([CH3:12])[CH2:8][CH2:7]3)[O:3][CH:2]2[CH3:1])(=[O:29])=[O:28])=[CH:23][CH:22]=1. Given the reactants [CH3:1][CH:2]1[NH:6][CH2:5][C:4]2([CH2:11][CH2:10][N:9]([CH3:12])[CH2:8][CH2:7]2)[O:3]1.C(N(CC)CC)C.[F:20][C:21]1[CH:26]=[CH:25][C:24]([S:27](Cl)(=[O:29])=[O:28])=[CH:23][CH:22]=1, predict the reaction product. (5) Given the reactants [C:1]([O:5][C:6]([NH:8][CH:9]1[CH2:14][CH2:13][N:12]([CH2:15][C:16]([OH:18])=O)[CH2:11][CH2:10]1)=[O:7])([CH3:4])([CH3:3])[CH3:2].[C:19]1([NH2:25])[CH:24]=[CH:23][CH:22]=[CH:21][CH:20]=1.CN(C(ON1N=NC2C=CC=CC1=2)=[N+](C)C)C.[B-](F)(F)(F)F.CCN(C(C)C)C(C)C, predict the reaction product. The product is: [NH:25]([C:16](=[O:18])[CH2:15][N:12]1[CH2:11][CH2:10][CH:9]([NH:8][C:6](=[O:7])[O:5][C:1]([CH3:2])([CH3:3])[CH3:4])[CH2:14][CH2:13]1)[C:19]1[CH:24]=[CH:23][CH:22]=[CH:21][CH:20]=1. (6) Given the reactants [C:1]([O:5][C:6]([N:8]1[CH2:13][CH2:12][C:11](=[C:14](Br)[C:15]2[CH:20]=[CH:19][C:18]([C:21](=[O:27])[N:22]([CH2:25][CH3:26])[CH2:23][CH3:24])=[CH:17][CH:16]=2)[CH2:10][CH2:9]1)=[O:7])([CH3:4])([CH3:3])[CH3:2].C1(C)C=CC=CC=1.[OH:36][C:37]1[CH:38]=[C:39](B(O)O)[CH:40]=[CH:41][CH:42]=1.C(=O)([O-])[O-].[Na+].[Na+], predict the reaction product. The product is: [CH2:23]([N:22]([CH2:25][CH3:26])[C:21]([C:18]1[CH:19]=[CH:20][C:15]([C:14]([C:41]2[CH:40]=[CH:39][CH:38]=[C:37]([OH:36])[CH:42]=2)=[C:11]2[CH2:12][CH2:13][N:8]([C:6]([O:5][C:1]([CH3:4])([CH3:3])[CH3:2])=[O:7])[CH2:9][CH2:10]2)=[CH:16][CH:17]=1)=[O:27])[CH3:24]. (7) Given the reactants [NH2:1][C:2]1[C:3]([CH2:24][NH2:25])=[C:4]([C:16]2C=C(Cl)C=CC=2Cl)[C:5]2[C:10](=[O:11])[N:9]([CH3:12])[C:8](=[O:13])[N:7]([CH3:14])[C:6]=2[N:15]=1.C[C:27]1[CH:31]=[CH:30][S:29][C:28]=1C=C(C#N)C#N, predict the reaction product. The product is: [NH2:1][C:2]1[C:3]([CH2:24][NH2:25])=[C:4]([C:16]2[S:29][CH:28]=[CH:27][C:31]=2[CH3:30])[C:5]2[C:10](=[O:11])[N:9]([CH3:12])[C:8](=[O:13])[N:7]([CH3:14])[C:6]=2[N:15]=1. (8) Given the reactants [F:1][C:2]1[CH:3]=[C:4]([C:8]2[C:12]([CH2:13]O)=[C:11]([CH3:15])[O:10][N:9]=2)[CH:5]=[CH:6][CH:7]=1.[C:16]1(=[O:26])[NH:20][C:19](=[O:21])[C:18]2=[CH:22][CH:23]=[CH:24][CH:25]=[C:17]12.C1(P(C2C=CC=CC=2)C2C=CC=CC=2)C=CC=CC=1.N(C(OCC)=O)=NC(OCC)=O, predict the reaction product. The product is: [F:1][C:2]1[CH:3]=[C:4]([C:8]2[C:12]([CH2:13][N:20]3[C:16](=[O:26])[C:17]4[C:18](=[CH:22][CH:23]=[CH:24][CH:25]=4)[C:19]3=[O:21])=[C:11]([CH3:15])[O:10][N:9]=2)[CH:5]=[CH:6][CH:7]=1. (9) Given the reactants [Li].[Cl:2][C:3]1[CH:4]=[C:5]([C:9]([O-])=[CH:10][C:11](=O)[C:12]([O:14]CC)=[O:13])[CH:6]=[N:7][CH:8]=1.ClC1C=C(C2N(C3C=CC=CN=3)N=C(C(O)=O)C=2)C=C(F)C=1.Cl.[Cl:42][C:43]1[CH:44]=[C:45]([NH:50][NH2:51])[CH:46]=[CH:47][C:48]=1[F:49], predict the reaction product. The product is: [Cl:42][C:43]1[CH:44]=[C:45]([N:50]2[C:9]([C:5]3[CH:6]=[N:7][CH:8]=[C:3]([Cl:2])[CH:4]=3)=[CH:10][C:11]([C:12]([OH:14])=[O:13])=[N:51]2)[CH:46]=[CH:47][C:48]=1[F:49].